Dataset: Forward reaction prediction with 1.9M reactions from USPTO patents (1976-2016). Task: Predict the product of the given reaction. (1) Given the reactants [F:1][C:2]1[N:7]=[CH:6][C:5]([NH2:8])=[C:4](I)[CH:3]=1.[F:10][C:11]1[C:16](B(O)O)=[CH:15][C:14]([Br:20])=[CH:13][N:12]=1, predict the reaction product. The product is: [Br:20][C:14]1[CH:15]=[C:16]([C:4]2[CH:3]=[C:2]([F:1])[N:7]=[CH:6][C:5]=2[NH2:8])[C:11]([F:10])=[N:12][CH:13]=1. (2) Given the reactants C(OC(=O)[NH:7][CH:8]1[CH2:11][N:10]([C:12]2[CH:17]=[CH:16][C:15]([C:18]([F:21])([F:20])[F:19])=[CH:14][N:13]=2)[CH2:9]1)(C)(C)C.FC(F)(F)C(O)=O, predict the reaction product. The product is: [F:21][C:18]([F:19])([F:20])[C:15]1[CH:16]=[CH:17][C:12]([N:10]2[CH2:9][CH:8]([NH2:7])[CH2:11]2)=[N:13][CH:14]=1. (3) Given the reactants [F:1][C:2]1[CH:3]=[C:4]([CH:33]=[CH:34][CH:35]=1)[CH2:5][O:6][C:7]1[CH:12]=[CH:11][C:10]([NH:13][C:14]2[C:23]3[C:18](=[CH:19][CH:20]=[C:21]([C:24]4[O:25][C:26]([CH2:29][CH2:30][NH2:31])=[CH:27][CH:28]=4)[CH:22]=3)[N:17]=[CH:16][N:15]=2)=[CH:9][C:8]=1[Cl:32].[CH3:36][S:37]([CH2:40][C:41](O)=[O:42])(=[O:39])=[O:38].Cl.CN(C)CCCN=C=NCC.C(N(CC)C(C)C)(C)C, predict the reaction product. The product is: [F:1][C:2]1[CH:3]=[C:4]([CH:33]=[CH:34][CH:35]=1)[CH2:5][O:6][C:7]1[CH:12]=[CH:11][C:10]([NH:13][C:14]2[C:23]3[C:18](=[CH:19][CH:20]=[C:21]([C:24]4[O:25][C:26]([CH2:29][CH2:30][NH:31][C:41](=[O:42])[CH2:40][S:37]([CH3:36])(=[O:39])=[O:38])=[CH:27][CH:28]=4)[CH:22]=3)[N:17]=[CH:16][N:15]=2)=[CH:9][C:8]=1[Cl:32]. (4) Given the reactants [CH:1]1([CH:4]=O)[CH2:3][CH2:2]1.[NH2:6][C:7]1[C:15]([Cl:16])=[CH:14][CH:13]=[CH:12][C:8]=1[C:9]([NH2:11])=[O:10], predict the reaction product. The product is: [Cl:16][C:15]1[CH:14]=[CH:13][CH:12]=[C:8]2[C:7]=1[NH:6][C:4]([CH:1]1[CH2:2][CH2:3]1)=[N:11][C:9]2=[O:10]. (5) Given the reactants [CH3:1][O:2][C:3]1[CH:4]=[C:5]2[C:10](=[CH:11][C:12]=1[O:13][CH2:14][C@@H:15]1[CH2:17][O:16]1)[N:9]=[CH:8][CH:7]=[C:6]2[O:18][C:19]1[C:20]([CH3:29])=[N:21][C:22]2[C:27]([CH:28]=1)=[CH:26][CH:25]=[CH:24][CH:23]=2.FC(F)(F)C(O)=[O:33].C(=O)([O-])O.[Na+], predict the reaction product. The product is: [CH3:1][O:2][C:3]1[CH:4]=[C:5]2[C:10](=[CH:11][C:12]=1[O:13][CH2:14][C@@H:15]([OH:16])[CH2:17][OH:33])[N:9]=[CH:8][CH:7]=[C:6]2[O:18][C:19]1[C:20]([CH3:29])=[N:21][C:22]2[C:27]([CH:28]=1)=[CH:26][CH:25]=[CH:24][CH:23]=2.